From a dataset of Catalyst prediction with 721,799 reactions and 888 catalyst types from USPTO. Predict which catalyst facilitates the given reaction. Reactant: [CH3:1][C:2]1[C:7]([C:8]([O:10][CH3:11])=[O:9])=[CH:6][CH:5]=[CH:4][N:3]=1.C1C=C(Cl)C=C(C(OO)=[O:20])C=1. Product: [CH3:1][C:2]1[N+:3]([O-:20])=[CH:4][CH:5]=[CH:6][C:7]=1[C:8]([O:10][CH3:11])=[O:9]. The catalyst class is: 2.